Predict the reaction yield, written as a fraction of the theoretical maximum amount of product (1.0 means a 100% yield; for example, 0.34 means a 34% yield). From a dataset of Reaction yield outcomes from USPTO patents with 853,638 reactions. (1) The reactants are [C:1]([O:6][CH2:7][CH3:8])(=[O:5])[C:2]([CH3:4])=O.[O-]S([O-])(=O)=O.[Mg+2].[CH3:15][NH:16][NH2:17]. The catalyst is C(Cl)(Cl)Cl. The product is [CH3:15][NH:16][N:17]=[C:2]([CH3:4])[C:1]([O:6][CH2:7][CH3:8])=[O:5]. The yield is 0.940. (2) The reactants are [Cl:1][C:2]1[CH:7]=[CH:6][CH:5]=[CH:4][C:3]=1[C:8]1[CH:9]=[C:10]([F:30])[CH:11]=[C:12]2[C:17]=1[O:16][CH:15]([CH2:18]OS(C1C=CC(C)=CC=1)(=O)=O)[CH2:14][CH2:13]2.[N-:31]=[N+:32]=[N-:33].[Na+]. The catalyst is CS(C)=O. The product is [N:31]([CH2:18][CH:15]1[CH2:14][CH2:13][C:12]2[C:17](=[C:8]([C:3]3[CH:4]=[CH:5][CH:6]=[CH:7][C:2]=3[Cl:1])[CH:9]=[C:10]([F:30])[CH:11]=2)[O:16]1)=[N+:32]=[N-:33]. The yield is 0.950. (3) The reactants are [Cl:1][C:2]1[N:7]=[C:6]([O:8][C:9]2[CH:10]=[C:11]([CH:17]=[C:18]([CH3:20])[CH:19]=2)[CH2:12][O:13]C(=O)C)[C:5]([CH:21]([CH3:23])[CH3:22])=[C:4]([Cl:24])[N:3]=1.[OH-].[Li+]. The catalyst is C1COCC1. The product is [Cl:1][C:2]1[N:7]=[C:6]([O:8][C:9]2[CH:10]=[C:11]([CH2:12][OH:13])[CH:17]=[C:18]([CH3:20])[CH:19]=2)[C:5]([CH:21]([CH3:22])[CH3:23])=[C:4]([Cl:24])[N:3]=1. The yield is 0.660. (4) The reactants are C(OC([N:8]1[C:17]2[C:12](=[CH:13][CH:14]=[C:15]([NH:18][C:19]([C:21]3[C:30](=[O:31])[C:29]4[C:24](=[CH:25][CH:26]=[CH:27][CH:28]=4)[NH:23][CH:22]=3)=[O:20])[CH:16]=2)[CH2:11][CH2:10][CH2:9]1)=O)(C)(C)C.C(O)(C(F)(F)F)=O. The catalyst is C(Cl)Cl. The product is [O:31]=[C:30]1[C:29]2[C:24](=[CH:25][CH:26]=[CH:27][CH:28]=2)[NH:23][CH:22]=[C:21]1[C:19]([NH:18][C:15]1[CH:16]=[C:17]2[C:12]([CH2:11][CH2:10][CH2:9][NH:8]2)=[CH:13][CH:14]=1)=[O:20]. The yield is 0.320. (5) The product is [Br:1][C:2]1[CH:3]=[CH:4][C:5]([OH:11])=[C:6]([CH:10]=1)[C:7]([NH:12][C:13]1[S:14][CH:15]=[C:16]([C:18]2[CH:23]=[CH:22][CH:21]=[CH:20][CH:19]=2)[N:17]=1)=[O:9]. The yield is 0.160. No catalyst specified. The reactants are [Br:1][C:2]1[CH:10]=[C:6]([C:7]([OH:9])=O)[C:5]([OH:11])=[CH:4][CH:3]=1.[NH2:12][C:13]1[S:14][CH:15]=[C:16]([C:18]2[CH:23]=[CH:22][CH:21]=[CH:20][CH:19]=2)[N:17]=1.